This data is from Forward reaction prediction with 1.9M reactions from USPTO patents (1976-2016). The task is: Predict the product of the given reaction. (1) The product is: [CH3:1][C:2]1[CH:11]=[CH:10][C:9]2[CH2:8][CH2:7][CH2:6][CH:5]([NH:12][C:13](=[O:15])[CH3:14])[C:4]=2[N:3]=1. Given the reactants [CH3:1][C:2]1[CH:11]=[CH:10][C:9]2[C:4](=[C:5]([NH:12][C:13](=[O:15])[CH3:14])[CH:6]=[CH:7][CH:8]=2)[N:3]=1.[OH-].[Na+], predict the reaction product. (2) Given the reactants C([BH3-])#N.[Na+].[CH3:5][O:6][N:7]=[CH:8][CH2:9][CH2:10][CH2:11][N:12]1[C:24]2[C:23]3[CH:22]=[CH:21][CH:20]=[CH:19][C:18]=3[N:17]=[C:16]([NH2:25])[C:15]=2[N:14]=[C:13]1[CH3:26], predict the reaction product. The product is: [CH3:5][O:6][NH:7][CH2:8][CH2:9][CH2:10][CH2:11][N:12]1[C:24]2[C:23]3[CH:22]=[CH:21][CH:20]=[CH:19][C:18]=3[N:17]=[C:16]([NH2:25])[C:15]=2[N:14]=[C:13]1[CH3:26]. (3) Given the reactants [CH3:1][O:2][C:3](=[O:28])[C@@H:4]([CH2:21][C:22]1[CH:27]=[CH:26][CH:25]=[CH:24][CH:23]=1)[CH2:5][N:6]1[CH2:11][CH2:10][C@:9]([C:13]2[CH:18]=[CH:17][CH:16]=[C:15]([OH:19])[CH:14]=2)([CH3:12])[C@@H:8]([CH3:20])[CH2:7]1.C(N(CC)CC)C.C1C=CC(N([S:43]([C:46]([F:49])([F:48])[F:47])(=[O:45])=[O:44])[S:43]([C:46]([F:49])([F:48])[F:47])(=[O:45])=[O:44])=CC=1.[OH-].[Na+], predict the reaction product. The product is: [CH2:21]([C@@H:4]([CH2:5][N:6]1[CH2:11][CH2:10][C@@:9]([CH3:12])([C:13]2[CH:18]=[CH:17][CH:16]=[C:15]([O:19][S:43]([C:46]([F:49])([F:48])[F:47])(=[O:45])=[O:44])[CH:14]=2)[C@@H:8]([CH3:20])[CH2:7]1)[C:3]([O:2][CH3:1])=[O:28])[C:22]1[CH:27]=[CH:26][CH:25]=[CH:24][CH:23]=1.